From a dataset of NCI-60 drug combinations with 297,098 pairs across 59 cell lines. Regression. Given two drug SMILES strings and cell line genomic features, predict the synergy score measuring deviation from expected non-interaction effect. (1) Drug 1: C1=C(C(=O)NC(=O)N1)F. Drug 2: CN(CCCl)CCCl.Cl. Cell line: SR. Synergy scores: CSS=63.5, Synergy_ZIP=-5.17, Synergy_Bliss=-9.79, Synergy_Loewe=-9.37, Synergy_HSA=-6.74. (2) Drug 1: CCC(=C(C1=CC=CC=C1)C2=CC=C(C=C2)OCCN(C)C)C3=CC=CC=C3.C(C(=O)O)C(CC(=O)O)(C(=O)O)O. Drug 2: COC1=NC(=NC2=C1N=CN2C3C(C(C(O3)CO)O)O)N. Cell line: SNB-19. Synergy scores: CSS=-1.83, Synergy_ZIP=-0.00710, Synergy_Bliss=-4.98, Synergy_Loewe=-2.48, Synergy_HSA=-6.06. (3) Drug 1: CC1=C2C(C(=O)C3(C(CC4C(C3C(C(C2(C)C)(CC1OC(=O)C(C(C5=CC=CC=C5)NC(=O)C6=CC=CC=C6)O)O)OC(=O)C7=CC=CC=C7)(CO4)OC(=O)C)O)C)OC(=O)C. Drug 2: C1CN1C2=NC(=NC(=N2)N3CC3)N4CC4. Cell line: NCI/ADR-RES. Synergy scores: CSS=25.6, Synergy_ZIP=3.74, Synergy_Bliss=1.77, Synergy_Loewe=1.94, Synergy_HSA=0.396. (4) Drug 1: C1=CC(=CC=C1C#N)C(C2=CC=C(C=C2)C#N)N3C=NC=N3. Drug 2: CN1C2=C(C=C(C=C2)N(CCCl)CCCl)N=C1CCCC(=O)O.Cl. Cell line: SNB-75. Synergy scores: CSS=1.15, Synergy_ZIP=-1.89, Synergy_Bliss=-3.76, Synergy_Loewe=-0.859, Synergy_HSA=-2.57. (5) Drug 1: CCCS(=O)(=O)NC1=C(C(=C(C=C1)F)C(=O)C2=CNC3=C2C=C(C=N3)C4=CC=C(C=C4)Cl)F. Drug 2: C1=CC=C(C(=C1)C(C2=CC=C(C=C2)Cl)C(Cl)Cl)Cl. Cell line: HOP-62. Synergy scores: CSS=7.68, Synergy_ZIP=1.02, Synergy_Bliss=7.59, Synergy_Loewe=4.49, Synergy_HSA=5.77. (6) Drug 1: CC1C(C(CC(O1)OC2CC(OC(C2O)C)OC3=CC4=CC5=C(C(=O)C(C(C5)C(C(=O)C(C(C)O)O)OC)OC6CC(C(C(O6)C)O)OC7CC(C(C(O7)C)O)OC8CC(C(C(O8)C)O)(C)O)C(=C4C(=C3C)O)O)O)O. Drug 2: CC12CCC3C(C1CCC2OP(=O)(O)O)CCC4=C3C=CC(=C4)OC(=O)N(CCCl)CCCl.[Na+]. Cell line: SNB-19. Synergy scores: CSS=59.6, Synergy_ZIP=16.6, Synergy_Bliss=15.6, Synergy_Loewe=-14.9, Synergy_HSA=15.1.